Task: Predict which catalyst facilitates the given reaction.. Dataset: Catalyst prediction with 721,799 reactions and 888 catalyst types from USPTO Reactant: [CH3:1][S:2]([C:5]1[CH:48]=[CH:47][CH:46]=[CH:45][C:6]=1[CH2:7][NH:8][C:9](=[O:44])[CH:10]([C:37]1[CH:42]=[CH:41][CH:40]=[C:39](Br)[CH:38]=1)[NH:11][C:12]1[CH:13]=[C:14]2[C:19](=[CH:20][CH:21]=1)[C:18]([N:22]([C:30]([O:32][C:33]([CH3:36])([CH3:35])[CH3:34])=[O:31])[C:23]([O:25][C:26]([CH3:29])([CH3:28])[CH3:27])=[O:24])=[N:17][CH:16]=[CH:15]2)(=[O:4])=[O:3].C(=O)([O-])[O-].[K+].[K+].B1(C=C)OB([CH:61]=[CH2:62])OB(C=C)O1.C1C=CN=CC=1. Product: [CH3:1][S:2]([C:5]1[CH:48]=[CH:47][CH:46]=[CH:45][C:6]=1[CH2:7][NH:8][C:9](=[O:44])[CH:10]([NH:11][C:12]1[CH:13]=[C:14]2[C:19](=[CH:20][CH:21]=1)[C:18]([N:22]([C:30]([O:32][C:33]([CH3:36])([CH3:35])[CH3:34])=[O:31])[C:23]([O:25][C:26]([CH3:29])([CH3:28])[CH3:27])=[O:24])=[N:17][CH:16]=[CH:15]2)[C:37]1[CH:42]=[CH:41][CH:40]=[C:39]([CH:61]=[CH2:62])[CH:38]=1)(=[O:4])=[O:3]. The catalyst class is: 104.